This data is from Reaction yield outcomes from USPTO patents with 853,638 reactions. The task is: Predict the reaction yield, written as a fraction of the theoretical maximum amount of product (1.0 means a 100% yield; for example, 0.34 means a 34% yield). (1) The reactants are CN1C2C=CC=C(C([O-])=O)C=2C(CN[C@H]2C3CCN(CC3)C2)=N1.[Li+].[CH3:25][N:26]1[C:30]2[CH:31]=[N:32][CH:33]=[C:34]3[C:35](=[O:46])[C@H:36]([CH:38]4[CH:43]5[CH2:44][CH2:45][N:40]([CH2:41][CH2:42]5)[CH2:39]4)[CH2:37][C:28]([C:29]=23)=[N:27]1.[ClH:47]. No catalyst specified. The product is [ClH:47].[CH3:25][N:26]1[C:30]2[CH:31]=[N:32][CH:33]=[C:34]3[C:35](=[O:46])[C@H:36]([CH:38]4[CH:43]5[CH2:42][CH2:41][N:40]([CH2:45][CH2:44]5)[CH2:39]4)[CH2:37][C:28]([C:29]=23)=[N:27]1. The yield is 0.830. (2) The reactants are [CH3:1][C:2]1[CH:7]=[C:6]([CH3:8])[N:5]=[C:4]([N:9]2[CH2:14][CH2:13][N:12]([C:15]3[CH:16]=[CH:17][C:18]([N+:22]([O-:24])=[O:23])=[C:19]([CH:21]=3)N)[CH2:11][CH2:10]2)[CH:3]=1.N([O-])=O.[Na+].C(=O)([O-])[O-].[Na+].[Na+].[ClH:35]. The catalyst is O.[Cu]Cl. The product is [Cl:35][C:19]1[CH:21]=[C:15]([N:12]2[CH2:13][CH2:14][N:9]([C:4]3[CH:3]=[C:2]([CH3:1])[CH:7]=[C:6]([CH3:8])[N:5]=3)[CH2:10][CH2:11]2)[CH:16]=[CH:17][C:18]=1[N+:22]([O-:24])=[O:23].[Cl:35][C:19]1[CH:21]=[C:15]([N:12]2[CH2:13][CH2:14][N:9]([C:4]3[CH:3]=[C:2]([CH3:1])[CH:7]=[C:6]([CH3:8])[N:5]=3)[CH2:10][CH2:11]2)[CH:16]=[CH:17][C:18]=1[N+:22]([O-:24])=[O:23]. The yield is 0.540. (3) The reactants are [CH3:1][O:2][C:3](=[O:32])[C:4]1[CH:9]=[CH:8][C:7]([CH2:10][N:11]2[CH:15]=[C:14]([C:16]3[CH:21]=[CH:20][C:19]([Cl:22])=[CH:18][C:17]=3[Cl:23])[N:13]=[C:12]2[CH2:24][C:25]2[CH:30]=[CH:29][C:28](Br)=[CH:27][CH:26]=2)=[CH:6][CH:5]=1.[OH:33][C:34]1[CH:39]=[CH:38][C:37](B(O)O)=[CH:36][CH:35]=1. No catalyst specified. The product is [CH3:1][O:2][C:3](=[O:32])[C:4]1[CH:9]=[CH:8][C:7]([CH2:10][N:11]2[CH:15]=[C:14]([C:16]3[CH:21]=[CH:20][C:19]([Cl:22])=[CH:18][C:17]=3[Cl:23])[N:13]=[C:12]2[CH2:24][C:25]2[CH:30]=[CH:29][C:28]([C:37]3[CH:38]=[CH:39][C:34]([OH:33])=[CH:35][CH:36]=3)=[CH:27][CH:26]=2)=[CH:6][CH:5]=1. The yield is 0.770. (4) The yield is 0.990. The reactants are [NH2:1][C:2]1[N:6]([C:7]2[CH:12]=[CH:11][C:10]([OH:13])=[CH:9][C:8]=2[F:14])[N:5]=[C:4]([CH3:15])[C:3]=1[C:16]#[N:17].[CH2:18]([CH2:22][C:23](=O)[CH3:24])[C:19]([CH3:21])=O.CCOC(C)=O. The catalyst is CC(OCC1C2C(=CC=CC=2)C(COC(C)=O)=C2C=1C=CC=C2)=O. The product is [CH3:24][C:23]1[N:1]([C:2]2[N:6]([C:7]3[CH:12]=[CH:11][C:10]([OH:13])=[CH:9][C:8]=3[F:14])[N:5]=[C:4]([CH3:15])[C:3]=2[C:16]#[N:17])[C:19]([CH3:21])=[CH:18][CH:22]=1.